From a dataset of Catalyst prediction with 721,799 reactions and 888 catalyst types from USPTO. Predict which catalyst facilitates the given reaction. (1) Reactant: [O:1]=[C:2]1[C:7]([CH2:8][C:9]2[CH:14]=[CH:13][C:12]([C:15]3[C:16]([C:21]#[N:22])=[CH:17][CH:18]=[CH:19][CH:20]=3)=[CH:11][CH:10]=2)=[C:6]([CH2:23][CH2:24][CH3:25])[N:5]2[N:26]=[CH:27][N:28]=[C:4]2[NH:3]1.[CH3:29][O:30][C:31]1[CH:36]=[CH:35][C:34](B(O)O)=[CH:33][CH:32]=1.C(N(CC)CC)C.N1C=CC=CC=1. Product: [CH3:29][O:30][C:31]1[CH:36]=[CH:35][C:34]([N:3]2[C:2](=[O:1])[C:7]([CH2:8][C:9]3[CH:10]=[CH:11][C:12]([C:15]4[C:16]([C:21]#[N:22])=[CH:17][CH:18]=[CH:19][CH:20]=4)=[CH:13][CH:14]=3)=[C:6]([CH2:23][CH2:24][CH3:25])[N:5]3[N:26]=[CH:27][N:28]=[C:4]23)=[CH:33][CH:32]=1. The catalyst class is: 560. (2) Reactant: Br[C:2]1[CH:7]=[CH:6][C:5]([C:8]2[S:9][C:10]3[C:16]([C:17]4[CH:22]=[CH:21][C:20]([Cl:23])=[CH:19][CH:18]=4)=[C:15]([C@H:24]([O:30][C:31]([CH3:34])([CH3:33])[CH3:32])[C:25]([O:27][CH2:28][CH3:29])=[O:26])[C:14]([CH3:35])=[CH:13][C:11]=3[N:12]=2)=[CH:4][CH:3]=1.[CH3:36][N:37]1[C:41]([CH3:42])=[C:40](B(O)O)[CH:39]=[N:38]1.C([O-])([O-])=O.[K+].[K+]. Product: [C:31]([O:30][C@@H:24]([C:15]1[C:14]([CH3:35])=[CH:13][C:11]2[N:12]=[C:8]([C:5]3[CH:6]=[CH:7][C:2]([C:40]4[CH:39]=[N:38][N:37]([CH3:36])[C:41]=4[CH3:42])=[CH:3][CH:4]=3)[S:9][C:10]=2[C:16]=1[C:17]1[CH:22]=[CH:21][C:20]([Cl:23])=[CH:19][CH:18]=1)[C:25]([O:27][CH2:28][CH3:29])=[O:26])([CH3:34])([CH3:33])[CH3:32]. The catalyst class is: 73. (3) Reactant: [CH2:1]([O:3][C:4]([C:6]1[N:7]([CH3:29])[C:8]([CH2:27][CH3:28])=[C:9]([C:25]#[N:26])[C:10]=1[C:11]1[CH:16]=[CH:15][C:14](OS(C(F)(F)F)(=O)=O)=[CH:13][CH:12]=1)=[O:5])[CH3:2].[N:30]1[CH:35]=[CH:34][C:33](B(O)O)=[CH:32][CH:31]=1.C1(P(C2C=CC=CC=2)C2C=CC=CC=2)C=CC=CC=1.C(=O)([O-])[O-].[K+].[K+]. Product: [CH2:1]([O:3][C:4]([C:6]1[N:7]([CH3:29])[C:8]([CH2:27][CH3:28])=[C:9]([C:25]#[N:26])[C:10]=1[C:11]1[CH:16]=[CH:15][C:14]([C:33]2[CH:34]=[CH:35][N:30]=[CH:31][CH:32]=2)=[CH:13][CH:12]=1)=[O:5])[CH3:2]. The catalyst class is: 488. (4) Reactant: [OH:1][C:2]1[C:11]([CH2:12][CH2:13][C:14]([CH3:16])=[CH2:15])=[C:10]([O:17][CH3:18])[CH:9]=[C:8](/[CH:19]=[CH:20]/[C:21]2[CH:26]=[CH:25][CH:24]=[CH:23][CH:22]=2)[C:3]=1[C:4](OC)=[O:5].[NH2:27][C:28]([NH2:30])=[O:29]. Product: [NH2:27][C:28]([NH:30][C:4](=[O:5])[C:3]1[C:8](/[CH:19]=[CH:20]/[C:21]2[CH:26]=[CH:25][CH:24]=[CH:23][CH:22]=2)=[CH:9][C:10]([O:17][CH3:18])=[C:11]([CH2:12][CH2:13][C:14]([CH3:16])=[CH2:15])[C:2]=1[OH:1])=[O:29]. The catalyst class is: 8. (5) Reactant: [H-].[Al+3].[Li+].[H-].[H-].[H-].[Cl:7][C:8]1[CH:18]=[C:17]([N+:19]([O-])=O)[C:11]2[NH:12][C:13](=[O:16])[CH2:14][O:15][C:10]=2[CH:9]=1. Product: [NH2:19][C:17]1[C:11]2[NH:12][C:13](=[O:16])[CH2:14][O:15][C:10]=2[CH:9]=[C:8]([Cl:7])[CH:18]=1. The catalyst class is: 1. (6) Reactant: [H-].[Na+].[Cl:3][C:4]1[CH:9]=[CH:8][C:7]([CH:10]2[CH2:15][CH2:14][CH2:13][N:12]([C:16]([C:18]3[CH:19]=[N:20][NH:21][CH:22]=3)=[O:17])[CH2:11]2)=[C:6]([C:23]([F:26])([F:25])[F:24])[CH:5]=1.I[CH:28]([CH3:30])[CH3:29]. Product: [Cl:3][C:4]1[CH:9]=[CH:8][C:7]([CH:10]2[CH2:15][CH2:14][CH2:13][N:12]([C:16]([C:18]3[CH:22]=[N:21][N:20]([CH:28]([CH3:30])[CH3:29])[CH:19]=3)=[O:17])[CH2:11]2)=[C:6]([C:23]([F:26])([F:24])[F:25])[CH:5]=1. The catalyst class is: 1.